Predict the product of the given reaction. From a dataset of Forward reaction prediction with 1.9M reactions from USPTO patents (1976-2016). (1) The product is: [Cl:30][C:31]1[CH:36]=[CH:35][C:34]([N:10]2[CH:11]=[CH:12][C:8]([N:3]3[C:2]([CH3:1])=[CH:6][CH:5]=[C:4]3[CH3:7])=[N:9]2)=[CH:33][CH:32]=1. Given the reactants [CH3:1][C:2]1[N:3]([C:8]2[CH:12]=[CH:11][NH:10][N:9]=2)[C:4]([CH3:7])=[CH:5][CH:6]=1.C(=O)([O-])[O-].[Cs+].[Cs+].N1C2C(=CC=CC=2O)C=CC=1.[Cl:30][C:31]1[CH:36]=[CH:35][C:34](I)=[CH:33][CH:32]=1, predict the reaction product. (2) Given the reactants I([O-])(=O)(=O)=O.[Na+].[OH:7][C:8]1(CO)[CH:14]=[CH:13][C:12]2[CH:15]=[C:16]([C:19]([O:21][CH3:22])=[O:20])[CH:17]=[CH:18][C:11]=2[O:10][CH2:9]1, predict the reaction product. The product is: [O:7]=[C:8]1[CH:14]=[CH:13][C:12]2[CH:15]=[C:16]([C:19]([O:21][CH3:22])=[O:20])[CH:17]=[CH:18][C:11]=2[O:10][CH2:9]1. (3) Given the reactants [CH:1]1[C:10]2[C:5](=[CH:6][CH:7]=[CH:8][CH:9]=2)[CH:4]=[CH:3][C:2]=1[CH:11]([O:13][CH2:14][C:15]1[O:19][N:18]=[C:17]([C:20]([O:22]CC)=[O:21])[CH:16]=1)[CH3:12].C(O)C.[OH-].[K+], predict the reaction product. The product is: [CH:1]1[C:10]2[C:5](=[CH:6][CH:7]=[CH:8][CH:9]=2)[CH:4]=[CH:3][C:2]=1[CH:11]([O:13][CH2:14][C:15]1[O:19][N:18]=[C:17]([C:20]([OH:22])=[O:21])[CH:16]=1)[CH3:12]. (4) Given the reactants [F:1][C:2]1[C:18]([F:19])=[C:17]([F:20])[CH:16]=[CH:15][C:3]=1[CH2:4][O:5][CH2:6][C:7]1[O:11][N:10]=[C:9]([C:12]([OH:14])=O)[CH:8]=1.Cl.[O:22]1[CH2:26][CH2:25][CH:24]([CH2:27][NH2:28])[CH2:23]1.C(N(CC)CC)C.ON1C2C=CC=CC=2N=N1.Cl.C(N=C=NCCCN(C)C)C, predict the reaction product. The product is: [O:22]1[CH2:26][CH2:25][CH:24]([CH2:27][NH:28][C:12]([C:9]2[CH:8]=[C:7]([CH2:6][O:5][CH2:4][C:3]3[CH:15]=[CH:16][C:17]([F:20])=[C:18]([F:19])[C:2]=3[F:1])[O:11][N:10]=2)=[O:14])[CH2:23]1. (5) Given the reactants [CH2:1]([N:5]1[CH:10]=[CH:9][C:8]([CH2:11]N(C)C)=[C:7]([OH:15])[C:6]1=[S:16])[CH2:2][CH2:3][CH3:4].IC, predict the reaction product. The product is: [CH2:1]([N:5]1[CH:10]=[CH:9][C:8]([CH3:11])=[C:7]([OH:15])[C:6]1=[S:16])[CH2:2][CH2:3][CH3:4]. (6) Given the reactants [CH3:1][C:2]1[CH:10]=[C:9]([NH:11][CH:12]([C:17]2[CH:21]=[C:20]([C:22]3[CH:27]=[CH:26][CH:25]=[CH:24][CH:23]=3)[O:19][C:18]=2[CH3:28])[CH2:13][CH:14]([CH3:16])[CH3:15])[CH:8]=[CH:7][C:3]=1[C:4](O)=[O:5].[CH3:29][NH:30][CH2:31][CH2:32][C:33]([O:35]CC)=[O:34].Cl.C(N=C=NCCCN(C)C)C.O.OC1C2N=NNC=2C=CC=1, predict the reaction product. The product is: [CH3:29][N:30]([C:4]([C:3]1[CH:7]=[CH:8][C:9]([NH:11][CH:12]([C:17]2[CH:21]=[C:20]([C:22]3[CH:23]=[CH:24][CH:25]=[CH:26][CH:27]=3)[O:19][C:18]=2[CH3:28])[CH2:13][CH:14]([CH3:15])[CH3:16])=[CH:10][C:2]=1[CH3:1])=[O:5])[CH2:31][CH2:32][C:33]([OH:35])=[O:34]. (7) Given the reactants [ClH:1].[CH:2]1([NH:8][C:9]2([CH2:14]O)[CH2:13][CH2:12][CH2:11][CH2:10]2)[CH2:7][CH2:6][CH2:5][CH2:4][CH2:3]1.O=S(Cl)[Cl:18], predict the reaction product. The product is: [ClH:18].[Cl:1][CH2:14][C:9]1([NH:8][CH:2]2[CH2:7][CH2:6][CH2:5][CH2:4][CH2:3]2)[CH2:13][CH2:12][CH2:11][CH2:10]1. (8) Given the reactants FC(F)(F)C(O)=O.[CH:8]([C:11]1[S:12][CH:13]=[C:14]([C:16]([N:18]2[CH2:23][C:22]3([CH2:28][CH2:27][NH:26][CH2:25][CH2:24]3)[O:21][CH2:20][CH2:19]2)=[O:17])[N:15]=1)([CH3:10])[CH3:9].[Cl:29][C:30]1[CH:37]=[CH:36][C:33]([CH:34]=O)=[CH:32][C:31]=1[CH2:38][CH2:39][OH:40].C(O[BH-](OC(=O)C)OC(=O)C)(=O)C.[Na+].C(=O)(O)[O-].[Na+], predict the reaction product. The product is: [Cl:29][C:30]1[CH:37]=[CH:36][C:33]([CH2:34][N:26]2[CH2:25][CH2:24][C:22]3([O:21][CH2:20][CH2:19][N:18]([C:16]([C:14]4[N:15]=[C:11]([CH:8]([CH3:10])[CH3:9])[S:12][CH:13]=4)=[O:17])[CH2:23]3)[CH2:28][CH2:27]2)=[CH:32][C:31]=1[CH2:38][CH2:39][OH:40]. (9) The product is: [OH:7][C@H:2]([CH3:1])[CH2:3][C:4]([OH:6])=[O:5].[OH:7][C@H:2]([CH3:1])[CH2:3][C:4]([OH:6])=[O:5]. Given the reactants [CH3:1][C@@H:2]([OH:7])[CH2:3][C:4]([OH:6])=[O:5].[OH-].[Na+], predict the reaction product. (10) Given the reactants Br[C:2]1[S:3][C:4]([CH2:13][CH3:14])=[C:5]([C:7]2[CH:12]=[CH:11][CH:10]=[CH:9][CH:8]=2)[N:6]=1.[N:15]1([C:21]([O:23][C:24]([CH3:27])([CH3:26])[CH3:25])=[O:22])[CH2:20][CH2:19][NH:18][CH2:17][CH2:16]1.C(=O)([O-])[O-].[K+].[K+].O, predict the reaction product. The product is: [CH2:13]([C:4]1[S:3][C:2]([N:18]2[CH2:17][CH2:16][N:15]([C:21]([O:23][C:24]([CH3:27])([CH3:26])[CH3:25])=[O:22])[CH2:20][CH2:19]2)=[N:6][C:5]=1[C:7]1[CH:12]=[CH:11][CH:10]=[CH:9][CH:8]=1)[CH3:14].